The task is: Predict the product of the given reaction.. This data is from Forward reaction prediction with 1.9M reactions from USPTO patents (1976-2016). (1) Given the reactants [CH:1]([N:4]1[C:8](=[O:9])[C:7]2=[CH:10][CH:11]=[CH:12][CH:13]=[C:6]2[C:5]1=[O:14])([CH3:3])[CH3:2], predict the reaction product. The product is: [OH:9][CH:8]1[C:7]2[C:6](=[CH:13][CH:12]=[CH:11][CH:10]=2)[C:5](=[O:14])[N:4]1[CH:1]([CH3:3])[CH3:2]. (2) Given the reactants [Cl:1][C:2]1[CH:3]=[C:4]([N:9]2[C:13](=[O:14])[C:12](=[O:15])[N:11]=[C:10]2[NH:16][C:17]([NH:19][CH:20]([CH3:22])[CH3:21])=[NH:18])[CH:5]=[CH:6][C:7]=1[Cl:8].Cl[C:24]([O:26][CH2:27][CH2:28][CH2:29][CH2:30][CH2:31][CH3:32])=[O:25], predict the reaction product. The product is: [Cl:1][C:2]1[CH:3]=[C:4]([N:9]2[C:13](=[O:14])[C:12](=[O:15])[NH:11][C:10]2=[N:16][C:17]([NH:19][CH:20]([CH3:22])[CH3:21])=[N:18][C:24]([O:26][CH2:27][CH2:28][CH2:29][CH2:30][CH2:31][CH3:32])=[O:25])[CH:5]=[CH:6][C:7]=1[Cl:8]. (3) The product is: [CH3:18][N:19]([CH3:23])[C:20]([NH:22][C:2]1[CH:7]=[C:6]([O:8][C:9]2[CH:10]=[N:11][C:12]([N+:15]([O-:17])=[O:16])=[CH:13][CH:14]=2)[CH:5]=[CH:4][N:3]=1)=[O:21]. Given the reactants Cl[C:2]1[CH:7]=[C:6]([O:8][C:9]2[CH:10]=[N:11][C:12]([N+:15]([O-:17])=[O:16])=[CH:13][CH:14]=2)[CH:5]=[CH:4][N:3]=1.[CH3:18][N:19]([CH3:23])[C:20]([NH2:22])=[O:21].C([O-])([O-])=O.[Cs+].[Cs+], predict the reaction product. (4) Given the reactants CC([N:5]([C:9]1([C:13]2[CH:18]=[CH:17][C:16]([C:19]3[C:28]([C:29]4[CH:34]=[CH:33][CH:32]=[CH:31][CH:30]=4)=[CH:27][C:26]4[C:21](=[CH:22][CH:23]=[C:24]([Cl:35])[N:25]=4)[N:20]=3)=[CH:15][CH:14]=2)[CH2:12][CH2:11][CH2:10]1)C(=O)[O-])(C)C.[NH:36]1[CH2:41][CH2:40][O:39][CH2:38][CH2:37]1.C(O)(C(F)(F)F)=O, predict the reaction product. The product is: [Cl-:35].[N:36]1([C:24]2[N:25]=[C:26]3[C:21](=[CH:22][CH:23]=2)[N:20]=[C:19]([C:16]2[CH:15]=[CH:14][C:13]([C:9]4([NH3+:5])[CH2:10][CH2:11][CH2:12]4)=[CH:18][CH:17]=2)[C:28]([C:29]2[CH:30]=[CH:31][CH:32]=[CH:33][CH:34]=2)=[CH:27]3)[CH2:41][CH2:40][O:39][CH2:38][CH2:37]1. (5) Given the reactants [F:1][C:2]1[CH:3]=[C:4]([C:26]2([N:29](C)[C:30](=O)OC(C)(C)C)[CH2:28][CH2:27]2)[CH:5]=[CH:6][C:7]=1[C:8]1[S:9][C:10]2[C:15]([N:16]=1)=[CH:14][CH:13]=[C:12]([C:17]1([C:20]3[CH:25]=[CH:24][CH:23]=[CH:22][CH:21]=3)[CH2:19][CH2:18]1)[N:11]=2.FC(F)(F)C(O)=O, predict the reaction product. The product is: [F:1][C:2]1[CH:3]=[C:4]([C:26]2([NH:29][CH3:30])[CH2:28][CH2:27]2)[CH:5]=[CH:6][C:7]=1[C:8]1[S:9][C:10]2[C:15]([N:16]=1)=[CH:14][CH:13]=[C:12]([C:17]1([C:20]3[CH:25]=[CH:24][CH:23]=[CH:22][CH:21]=3)[CH2:18][CH2:19]1)[N:11]=2.